This data is from Catalyst prediction with 721,799 reactions and 888 catalyst types from USPTO. The task is: Predict which catalyst facilitates the given reaction. (1) The catalyst class is: 13. Product: [CH:23]1([C:26](=[O:55])[CH2:27][NH:28][C:29]([C:31]2[N:32]=[N:33][C:34]([N:37]3[CH2:38][CH2:39][N:40]([C:43](=[O:54])[C:44]4[CH:49]=[CH:48][CH:47]=[CH:46][C:45]=4[C:50]([F:53])([F:52])[F:51])[CH2:41][CH2:42]3)=[CH:35][CH:36]=2)=[O:30])[CH2:25][CH2:24]1. Reactant: CC(OI1(OC(C)=O)(OC(C)=O)OC(=O)C2C=CC=CC1=2)=O.[CH:23]1([CH:26]([OH:55])[CH2:27][NH:28][C:29]([C:31]2[N:32]=[N:33][C:34]([N:37]3[CH2:42][CH2:41][N:40]([C:43](=[O:54])[C:44]4[CH:49]=[CH:48][CH:47]=[CH:46][C:45]=4[C:50]([F:53])([F:52])[F:51])[CH2:39][CH2:38]3)=[CH:35][CH:36]=2)=[O:30])[CH2:25][CH2:24]1. (2) The catalyst class is: 7. Reactant: [C:1]([N:4]1[C:13]2[C:8](=[CH:9][C:10]([NH:14][C:15](=[O:23])[C:16]3[CH:21]=[CH:20][CH:19]=[CH:18][C:17]=3[OH:22])=[CH:11][CH:12]=2)[C:7]([C:25]2[CH:30]=[CH:29][CH:28]=[CH:27][CH:26]=2)([CH3:24])[CH2:6][C:5]1([CH3:32])[CH3:31])(=[O:3])[CH3:2].[C:33]([CH2:37][CH2:38][C:39](Cl)=[O:40])([O:35][CH3:36])=[O:34].C(N(CC)C(C)C)(C)C. Product: [C:1]([N:4]1[C:13]2[C:8](=[CH:9][C:10]([NH:14][C:15](=[O:23])[C:16]3[CH:21]=[CH:20][CH:19]=[CH:18][C:17]=3[O:22][C:39]([CH2:38][CH2:37][C:33]([O:35][CH3:36])=[O:34])=[O:40])=[CH:11][CH:12]=2)[C:7]([C:25]2[CH:30]=[CH:29][CH:28]=[CH:27][CH:26]=2)([CH3:24])[CH2:6][C:5]1([CH3:32])[CH3:31])(=[O:3])[CH3:2]. (3) Reactant: [CH3:1][C:2]1[C:7](=[O:8])[C@@H:6]([OH:9])[CH2:5][C:4]([CH3:11])([CH3:10])[C:3]=1/[CH:12]=[CH:13]/[C:14](/[CH3:44])=[CH:15]/[CH:16]=[CH:17]/[C:18](/[CH3:43])=[CH:19]/[CH:20]=[CH:21]/[CH:22]=[C:23](\[CH3:42])/[CH:24]=[CH:25]/[CH:26]=[C:27](\[CH3:41])/[CH:28]=[CH:29]/[C:30]1[C:36]([CH3:38])([CH3:37])[CH2:35][C@H:34]([OH:39])[C:32](=[O:33])[C:31]=1[CH3:40].O. Product: [CH3:40][C:31]1[C:32](=[O:33])[C@@H:34]([OH:39])[CH2:35][C:36]([CH3:37])([CH3:38])[C:30]=1/[CH:29]=[CH:28]/[C:27](/[CH3:41])=[CH:26]/[CH:25]=[CH:24]/[C:23](/[CH3:42])=[CH:22]/[CH:21]=[CH:20]/[CH:19]=[C:18](\[CH:17]=[CH:16]\[CH:15]=[C:14](\[CH:13]=[CH:12]\[C:3]1[C:4]([CH3:11])([CH3:10])[CH2:5][C@H:6]([OH:9])[C:7](=[O:8])[C:2]=1[CH3:1])/[CH3:44])/[CH3:43]. The catalyst class is: 17. (4) Reactant: [C:1]([O:5][C:6]([N:8]1[CH2:13][CH2:12][N:11]([C:14]2[C:19]([F:20])=[CH:18][CH:17]=[C:16]([NH:21][CH2:22][C:23]3[CH:28]=[CH:27][CH:26]=[CH:25][CH:24]=3)[C:15]=2[CH2:29][NH2:30])[CH2:10][CH2:9]1)=[O:7])([CH3:4])([CH3:3])[CH3:2].C(N(CC)CC)C.Cl[C:39](Cl)([O:41]C(=O)OC(Cl)(Cl)Cl)Cl. Product: [C:1]([O:5][C:6]([N:8]1[CH2:9][CH2:10][N:11]([C:14]2[C:19]([F:20])=[CH:18][CH:17]=[C:16]3[C:15]=2[CH2:29][NH:30][C:39](=[O:41])[N:21]3[CH2:22][C:23]2[CH:28]=[CH:27][CH:26]=[CH:25][CH:24]=2)[CH2:12][CH2:13]1)=[O:7])([CH3:4])([CH3:2])[CH3:3]. The catalyst class is: 4.